From a dataset of Full USPTO retrosynthesis dataset with 1.9M reactions from patents (1976-2016). Predict the reactants needed to synthesize the given product. (1) The reactants are: [CH3:1][O:2][C:3](=[O:8])[CH2:4][CH2:5][CH2:6]Br.[CH3:9][O:10][C:11](=[O:31])[C:12]1[CH:17]=[C:16]([CH2:18][CH3:19])[C:15]([C:20]([F:23])([F:22])[F:21])=[CH:14][C:13]=1[NH:24][C:25]([O:27][CH:28]([CH3:30])[CH3:29])=[O:26].C(=O)([O-])[O-].[Cs+].[Cs+]. Given the product [CH3:9][O:10][C:11](=[O:31])[C:12]1[CH:17]=[C:16]([CH2:18][CH3:19])[C:15]([C:20]([F:23])([F:22])[F:21])=[CH:14][C:13]=1[N:24]([C:25]([O:27][CH:28]([CH3:30])[CH3:29])=[O:26])[CH2:6][CH2:5][CH2:4][C:3]([O:2][CH3:1])=[O:8], predict the reactants needed to synthesize it. (2) Given the product [Cl:9][C:10]1[CH:27]=[C:26]([Cl:28])[CH:25]=[CH:24][C:11]=1[CH2:12][NH:13][C:14]1[N:15]=[C:16]([S:22][CH3:23])[N:17]=[N:18][C:19]=1[CH:20]=[N:3][OH:2], predict the reactants needed to synthesize it. The reactants are: [Cl-].[OH:2][NH3+:3].C([O-])(=O)C.[Na+].[Cl:9][C:10]1[CH:27]=[C:26]([Cl:28])[CH:25]=[CH:24][C:11]=1[CH2:12][NH:13][C:14]1[N:15]=[C:16]([S:22][CH3:23])[N:17]=[N:18][C:19]=1[CH:20]=O. (3) Given the product [F:28][C:23]1[CH:22]=[C:21]([C@@H:20]2[CH2:19][CH2:18][NH:17][CH2:16][C@H:15]2[NH:14][C:9]2[C:8]3[C:13](=[C:4]([C:2]([NH2:1])=[O:3])[CH:5]=[CH:6][CH:7]=3)[N:12]=[CH:11][N:10]=2)[CH:26]=[CH:25][C:24]=1[CH3:27], predict the reactants needed to synthesize it. The reactants are: [NH2:1][C:2]([C:4]1[CH:5]=[CH:6][CH:7]=[C:8]2[C:13]=1[N:12]=[CH:11][N:10]=[C:9]2[NH:14][CH:15]1[CH:20]([C:21]2[CH:26]=[CH:25][C:24]([CH3:27])=[C:23]([F:28])[CH:22]=2)[CH2:19][CH2:18][N:17](C(OCC2C=CC=CC=2)=O)[CH2:16]1)=[O:3].C(O)=O. (4) Given the product [F:28][C:29]1[CH:36]=[CH:35][CH:34]=[CH:33][C:30]=1[CH2:31][O:27][C:26]1[CH:25]=[CH:24][C:4]([NH:5][C:6]2[C:15]3[C:10](=[CH:11][CH:12]=[CH:13][C:14]=3[O:16][CH:17]3[CH2:22][CH2:21][N:20]([CH3:23])[CH2:19][CH2:18]3)[N:9]=[CH:8][N:7]=2)=[CH:3][C:2]=1[CH3:1], predict the reactants needed to synthesize it. The reactants are: [CH3:1][C:2]1[CH:3]=[C:4]([CH:24]=[CH:25][C:26]=1[OH:27])[NH:5][C:6]1[C:15]2[C:10](=[CH:11][CH:12]=[CH:13][C:14]=2[O:16][CH:17]2[CH2:22][CH2:21][N:20]([CH3:23])[CH2:19][CH2:18]2)[N:9]=[CH:8][N:7]=1.[F:28][C:29]1[CH:36]=[CH:35][CH:34]=[CH:33][C:30]=1[CH2:31]Cl.